Dataset: Full USPTO retrosynthesis dataset with 1.9M reactions from patents (1976-2016). Task: Predict the reactants needed to synthesize the given product. (1) Given the product [Br:7][C:8]1[N:12]=[C:11]([Br:13])[N:10]([CH2:1][CH:2]([CH3:5])[CH3:3])[N:9]=1, predict the reactants needed to synthesize it. The reactants are: [CH3:1][C:2]([CH3:5])([O-])[CH3:3].[Na+].[Br:7][C:8]1[N:12]=[C:11]([Br:13])[NH:10][N:9]=1.BrCC(C)C.O. (2) Given the product [CH2:1]([O:3][C:4](=[O:21])[C:5]1[CH:10]=[CH:9][CH:8]=[C:7]([N:11]2[C:15]([NH:16][C:26]([O:25][CH2:24][C:23]([Cl:47])([Cl:46])[Cl:22])=[O:45])=[CH:14][C:13]([C:17]([CH3:20])([CH3:19])[CH3:18])=[N:12]2)[CH:6]=1)[CH3:2], predict the reactants needed to synthesize it. The reactants are: [CH2:1]([O:3][C:4](=[O:21])[C:5]1[CH:10]=[CH:9][CH:8]=[C:7]([N:11]2[C:15]([NH2:16])=[CH:14][C:13]([C:17]([CH3:20])([CH3:19])[CH3:18])=[N:12]2)[CH:6]=1)[CH3:2].[Cl:22][C:23]([Cl:47])([Cl:46])[CH2:24][O:25][C:26](=[O:45])NC1N(C2C=CC=C(CO)C=2)N=C(C(C)(C)C)C=1. (3) The reactants are: [F:1][C:2]([F:31])([F:30])[CH2:3][NH:4][C:5]([C:7]1([CH2:20][CH2:21][CH2:22][CH2:23][N:24]2[CH2:29][CH2:28][NH:27][CH2:26][CH2:25]2)[C:19]2[CH:18]=[CH:17][CH:16]=[CH:15][C:14]=2[C:13]2[C:8]1=[CH:9][CH:10]=[CH:11][CH:12]=2)=[O:6].[C:32]1([CH2:38][CH2:39][CH2:40][C:41](Cl)=[O:42])[CH:37]=[CH:36][CH:35]=[CH:34][CH:33]=1. Given the product [F:31][C:2]([F:30])([F:1])[CH2:3][NH:4][C:5]([C:7]1([CH2:20][CH2:21][CH2:22][CH2:23][N:24]2[CH2:25][CH2:26][N:27]([C:41](=[O:42])[CH2:40][CH2:39][CH2:38][C:32]3[CH:37]=[CH:36][CH:35]=[CH:34][CH:33]=3)[CH2:28][CH2:29]2)[C:8]2[CH:9]=[CH:10][CH:11]=[CH:12][C:13]=2[C:14]2[C:19]1=[CH:18][CH:17]=[CH:16][CH:15]=2)=[O:6], predict the reactants needed to synthesize it. (4) Given the product [Cl:21][C:17]1[C:16]([CH3:22])=[C:15]([S:12]([NH:11][CH2:10][C:6]2[CH:5]=[C:4]([CH:9]=[CH:8][CH:7]=2)[C:3]([OH:23])=[O:2])(=[O:14])=[O:13])[CH:20]=[CH:19][CH:18]=1, predict the reactants needed to synthesize it. The reactants are: C[O:2][C:3](=[O:23])[C:4]1[CH:9]=[CH:8][CH:7]=[C:6]([CH2:10][NH:11][S:12]([C:15]2[CH:20]=[CH:19][CH:18]=[C:17]([Cl:21])[C:16]=2[CH3:22])(=[O:14])=[O:13])[CH:5]=1.[OH-].[Li+]. (5) The reactants are: O=C1CCC(=O)N1O[C:9](=[O:25])[CH2:10][CH2:11][CH2:12][CH2:13][CH2:14][CH2:15][CH2:16][CH2:17][C:18]([O:20][C:21]([CH3:24])([CH3:23])[CH3:22])=[O:19].C(OC([NH:33][CH2:34][CH2:35][O:36][CH2:37][CH2:38][O:39][CH2:40][CH2:41][NH:42][C:43](=[O:49])[CH2:44][CH2:45][C:46]([OH:48])=[O:47])=O)(C)(C)C. Given the product [C:21]([O:20][C:18](=[O:19])[CH2:17][CH2:16][CH2:15][CH2:14][CH2:13][CH2:12][CH2:11][CH2:10][C:9](=[O:25])[NH:33][CH2:34][CH2:35][O:36][CH2:37][CH2:38][O:39][CH2:40][CH2:41][NH:42][C:43](=[O:49])[CH2:44][CH2:45][C:46]([OH:48])=[O:47])([CH3:22])([CH3:23])[CH3:24], predict the reactants needed to synthesize it. (6) Given the product [CH:2]1[C:3]2[C:16](=[O:17])[C:15]3[C:10](=[CH:11][CH:12]=[CH:13][CH:14]=3)[C:8](=[O:9])[C:4]=2[CH:5]=[CH:6][CH:1]=1, predict the reactants needed to synthesize it. The reactants are: [CH:1]1[C:6](O)=[CH:5][C:4]2[C:8]([C:10]3[CH:11]=[CH:12][C:13](O)=[CH:14][C:15]=3[C:16](=[O:17])[C:3]=2[CH:2]=1)=[O:9].C1N2CN3CN(C2)CN1C3.